This data is from Forward reaction prediction with 1.9M reactions from USPTO patents (1976-2016). The task is: Predict the product of the given reaction. (1) Given the reactants [CH3:1][N:2]([C:19]1[CH:24]=[CH:23][CH:22]=[CH:21][CH:20]=1)[C:3]1[N:8]=[C:7]([NH2:9])[N:6]=[C:5]([C:10]2[N:14]=[C:13]([C:15](Cl)(Cl)Cl)[O:12][N:11]=2)[N:4]=1.Cl.[F:26][C:27]1[CH:32]=[CH:31][C:30]([CH:33]2[CH2:36][NH:35][CH2:34]2)=[CH:29][CH:28]=1.[O:37]1CCOCC1, predict the reaction product. The product is: [NH2:9][C:7]1[N:8]=[C:3]([N:2]([CH3:1])[C:19]2[CH:24]=[CH:23][CH:22]=[CH:21][CH:20]=2)[N:4]=[C:5]([C:10]2[N:14]=[C:13]([C:15]([N:35]3[CH2:34][CH:33]([C:30]4[CH:29]=[CH:28][C:27]([F:26])=[CH:32][CH:31]=4)[CH2:36]3)=[O:37])[O:12][N:11]=2)[N:6]=1. (2) Given the reactants [CH2:1]([C:4]1[CH:11]=[CH:10][C:7]([C:8]#[N:9])=[CH:6][C:5]=1[O:12][CH3:13])C=C.C[N+]1([O-])CC[O:18][CH2:17]C1.[CH3:22][OH:23], predict the reaction product. The product is: [OH:23][CH:22]([CH2:17][OH:18])[CH2:1][C:4]1[CH:11]=[CH:10][C:7]([C:8]#[N:9])=[CH:6][C:5]=1[O:12][CH3:13].